From a dataset of Catalyst prediction with 721,799 reactions and 888 catalyst types from USPTO. Predict which catalyst facilitates the given reaction. Reactant: [Si:1]([O:8][CH:9]1[CH2:14][CH2:13][N:12]([C:15]2[C:16]([C:26](N(OC)C)=[O:27])=[CH:17][C:18]([Cl:25])=[C:19]3[C:24]=2[N:23]=[CH:22][CH:21]=[CH:20]3)[CH2:11][CH2:10]1)([C:4]([CH3:7])([CH3:6])[CH3:5])([CH3:3])[CH3:2].[CH3:32][Mg]Br. Product: [Si:1]([O:8][CH:9]1[CH2:10][CH2:11][N:12]([C:15]2[C:16]([C:26](=[O:27])[CH3:32])=[CH:17][C:18]([Cl:25])=[C:19]3[C:24]=2[N:23]=[CH:22][CH:21]=[CH:20]3)[CH2:13][CH2:14]1)([C:4]([CH3:7])([CH3:6])[CH3:5])([CH3:2])[CH3:3]. The catalyst class is: 7.